Dataset: NCI-60 drug combinations with 297,098 pairs across 59 cell lines. Task: Regression. Given two drug SMILES strings and cell line genomic features, predict the synergy score measuring deviation from expected non-interaction effect. Drug 1: CC1C(C(=O)NC(C(=O)N2CCCC2C(=O)N(CC(=O)N(C(C(=O)O1)C(C)C)C)C)C(C)C)NC(=O)C3=C4C(=C(C=C3)C)OC5=C(C(=O)C(=C(C5=N4)C(=O)NC6C(OC(=O)C(N(C(=O)CN(C(=O)C7CCCN7C(=O)C(NC6=O)C(C)C)C)C)C(C)C)C)N)C. Drug 2: C1CNP(=O)(OC1)N(CCCl)CCCl. Cell line: CCRF-CEM. Synergy scores: CSS=48.1, Synergy_ZIP=2.29, Synergy_Bliss=-2.22, Synergy_Loewe=-74.5, Synergy_HSA=-2.09.